This data is from Full USPTO retrosynthesis dataset with 1.9M reactions from patents (1976-2016). The task is: Predict the reactants needed to synthesize the given product. (1) Given the product [NH2:21][CH2:19][CH2:18][NH:23][C:12]([C:2]1[O:3][C:4]([C:9]([OH:11])=[O:10])=[C:5]([OH:8])[C:6](=[O:7])[CH:1]=1)=[O:14], predict the reactants needed to synthesize it. The reactants are: [CH:1]1[C:6](=[O:7])[C:5]([OH:8])=[C:4]([C:9]([OH:11])=[O:10])[O:3][C:2]=1[C:12]([OH:14])=O.C1C=C[C:18]2[N:23](O)N=[N:21][C:19]=2C=1.CCN=C=NCCCN(C)C.C(N(C(C)C)C(C)C)C.C(N)CN. (2) The reactants are: S(=O)(=O)(O)O.CO[C:8]1[CH:9]=[C:10]2[C:15](=[C:16]3[CH2:20][C:19]([CH3:22])([CH3:21])[O:18][C:17]=13)[C:14]([C:23]1[CH:28]=[CH:27][CH:26]=[CH:25][CH:24]=1)=[N:13][C:12]([CH3:30])([CH3:29])[CH2:11]2.[CH2:31]=[O:32].[Br-:33].[Na+].[C:35](O)(=O)C. Given the product [Br:33][CH2:8][C:9]1[C:31]([O:32][CH3:35])=[C:17]2[O:18][C:19]([CH3:21])([CH3:22])[CH2:20][C:16]2=[C:15]2[C:10]=1[CH2:11][C:12]([CH3:29])([CH3:30])[N:13]=[C:14]2[C:23]1[CH:28]=[CH:27][CH:26]=[CH:25][CH:24]=1, predict the reactants needed to synthesize it. (3) The reactants are: [C:1]([C:4]1[CH:9]=[CH:8][C:7]([C:10]2[C:11]([C:16]([NH:18][C:19]3[CH:20]=[C:21]4[C:25](=[CH:26][CH:27]=3)[N:24]([C:28](=[O:36])[CH2:29][C:30]3[CH:35]=[CH:34][CH:33]=[CH:32][N:31]=3)[CH2:23][CH2:22]4)=[O:17])=[CH:12][CH:13]=[CH:14][CH:15]=2)=[CH:6][CH:5]=1)(=O)[CH3:2].[CH2:37]([NH2:44])[C:38]1[CH:43]=[CH:42][CH:41]=[CH:40][CH:39]=1.C(O[BH-](OC(=O)C)OC(=O)C)(=O)C.[Na+].C(=O)([O-])[O-].[K+].[K+]. Given the product [CH2:37]([NH:44][CH:1]([C:4]1[CH:5]=[CH:6][C:7]([C:10]2[C:11]([C:16]([NH:18][C:19]3[CH:20]=[C:21]4[C:25](=[CH:26][CH:27]=3)[N:24]([C:28](=[O:36])[CH2:29][C:30]3[CH:35]=[CH:34][CH:33]=[CH:32][N:31]=3)[CH2:23][CH2:22]4)=[O:17])=[CH:12][CH:13]=[CH:14][CH:15]=2)=[CH:8][CH:9]=1)[CH3:2])[C:38]1[CH:43]=[CH:42][CH:41]=[CH:40][CH:39]=1, predict the reactants needed to synthesize it. (4) Given the product [CH3:17][C@H:3]1[C@@:2]([CH2:18][CH2:19][CH3:20])([OH:1])[CH2:6][CH2:5][NH:4]1, predict the reactants needed to synthesize it. The reactants are: [OH:1][C@@:2]1([CH2:18][CH2:19][CH3:20])[CH2:6][CH2:5][N:4](C(OCC2C=CC=CC=2)=O)[C@H:3]1[CH3:17]. (5) The reactants are: [Br:1][C:2]1[CH:3]=[C:4]([CH:7]=[C:8]([Br:11])[C:9]=1[OH:10])[CH:5]=[O:6].C(=O)([O-])[O-].[K+].[K+].[CH3:18][O:19][C:20]1[CH:27]=[CH:26][C:23]([CH2:24]Cl)=[CH:22][CH:21]=1. Given the product [Br:1][C:2]1[CH:3]=[C:4]([CH:7]=[C:8]([Br:11])[C:9]=1[O:10][CH2:24][C:23]1[CH:26]=[CH:27][C:20]([O:19][CH3:18])=[CH:21][CH:22]=1)[CH:5]=[O:6], predict the reactants needed to synthesize it. (6) The reactants are: Cl[C:2]1[C:11]2[C:6](=[CH:7][CH:8]=[CH:9][CH:10]=2)[C:5]([O:12][CH:13]2[CH2:15][CH2:14]2)=[CH:4][N:3]=1.[F-:16].[Cs+]. Given the product [F:16][C:2]1[C:11]2[C:6](=[CH:7][CH:8]=[CH:9][CH:10]=2)[C:5]([O:12][CH:13]2[CH2:15][CH2:14]2)=[CH:4][N:3]=1, predict the reactants needed to synthesize it.